Regression. Given two drug SMILES strings and cell line genomic features, predict the synergy score measuring deviation from expected non-interaction effect. From a dataset of NCI-60 drug combinations with 297,098 pairs across 59 cell lines. (1) Drug 1: CC1=C(N=C(N=C1N)C(CC(=O)N)NCC(C(=O)N)N)C(=O)NC(C(C2=CN=CN2)OC3C(C(C(C(O3)CO)O)O)OC4C(C(C(C(O4)CO)O)OC(=O)N)O)C(=O)NC(C)C(C(C)C(=O)NC(C(C)O)C(=O)NCCC5=NC(=CS5)C6=NC(=CS6)C(=O)NCCC[S+](C)C)O. Drug 2: C1CN(CCN1C(=O)CCBr)C(=O)CCBr. Cell line: HOP-92. Synergy scores: CSS=27.3, Synergy_ZIP=-1.73, Synergy_Bliss=-2.32, Synergy_Loewe=-0.751, Synergy_HSA=0.929. (2) Drug 1: CCN(CC)CCNC(=O)C1=C(NC(=C1C)C=C2C3=C(C=CC(=C3)F)NC2=O)C. Drug 2: C1CCC(C(C1)N)N.C(=O)(C(=O)[O-])[O-].[Pt+4]. Cell line: UACC-257. Synergy scores: CSS=8.83, Synergy_ZIP=-3.71, Synergy_Bliss=-2.61, Synergy_Loewe=-1.01, Synergy_HSA=-0.902. (3) Drug 1: CC1=C2C(C(=O)C3(C(CC4C(C3C(C(C2(C)C)(CC1OC(=O)C(C(C5=CC=CC=C5)NC(=O)C6=CC=CC=C6)O)O)OC(=O)C7=CC=CC=C7)(CO4)OC(=O)C)O)C)OC(=O)C. Drug 2: C1=CC=C(C(=C1)C(C2=CC=C(C=C2)Cl)C(Cl)Cl)Cl. Cell line: HL-60(TB). Synergy scores: CSS=20.2, Synergy_ZIP=1.05, Synergy_Bliss=0.786, Synergy_Loewe=0.312, Synergy_HSA=1.54.